This data is from Forward reaction prediction with 1.9M reactions from USPTO patents (1976-2016). The task is: Predict the product of the given reaction. (1) Given the reactants [CH3:1][C:2]1[N:7]=[C:6]([C:8]2[CH:13]=[CH:12][CH:11]=[C:10]([C:14]3[CH:15]=[C:16]([S:20](Cl)(=[O:22])=[O:21])[CH:17]=[CH:18][CH:19]=3)[N:9]=2)[CH:5]=[C:4]([C:24]2[CH:29]=[CH:28][C:27]([C:30]([F:33])([F:32])[F:31])=[CH:26][CH:25]=2)[CH:3]=1.[NH:34]1[CH2:37][CH2:36][CH2:35]1, predict the reaction product. The product is: [N:34]1([S:20]([C:16]2[CH:15]=[C:14]([C:10]3[N:9]=[C:8]([C:6]4[CH:5]=[C:4]([C:24]5[CH:25]=[CH:26][C:27]([C:30]([F:33])([F:31])[F:32])=[CH:28][CH:29]=5)[CH:3]=[C:2]([CH3:1])[N:7]=4)[CH:13]=[CH:12][CH:11]=3)[CH:19]=[CH:18][CH:17]=2)(=[O:21])=[O:22])[CH2:37][CH2:36][CH2:35]1. (2) Given the reactants [ClH:1].[CH:2]1([NH:5][S:6]([C:9]2[CH:14]=[CH:13][C:12]([C:15]3[CH:20]=[CH:19][C:18]([CH2:21][C@H:22]([NH:36][C:37]([C@H:39]4[CH2:44][CH2:43][C@H:42]([CH2:45][NH:46]C(=O)OC(C)(C)C)[CH2:41][CH2:40]4)=[O:38])[C:23](=[O:35])[NH:24][C:25]4[CH:33]=[C:32]5[C:28]([C:29](=[O:34])[NH:30][NH:31]5)=[CH:27][CH:26]=4)=[CH:17][CH:16]=3)=[C:11]([CH3:54])[CH:10]=2)(=[O:8])=[O:7])[CH2:4][CH2:3]1, predict the reaction product. The product is: [ClH:1].[NH2:46][CH2:45][C@H:42]1[CH2:43][CH2:44][C@H:39]([C:37]([NH:36][C@@H:22]([CH2:21][C:18]2[CH:19]=[CH:20][C:15]([C:12]3[CH:13]=[CH:14][C:9]([S:6](=[O:7])(=[O:8])[NH:5][CH:2]4[CH2:3][CH2:4]4)=[CH:10][C:11]=3[CH3:54])=[CH:16][CH:17]=2)[C:23](=[O:35])[NH:24][C:25]2[CH:33]=[C:32]3[C:28]([C:29](=[O:34])[NH:30][NH:31]3)=[CH:27][CH:26]=2)=[O:38])[CH2:40][CH2:41]1. (3) The product is: [CH:1]([O:4][C:5]1[N:14]=[CH:13][CH:12]=[CH:11][C:6]=1[C:7]([O-:9])=[O:8])([CH3:3])[CH3:2].[K+:20]. Given the reactants [CH:1]([O:4][C:5]1[N:14]=[CH:13][CH:12]=[CH:11][C:6]=1[C:7]([O:9]C)=[O:8])([CH3:3])[CH3:2].C[Si](C)(C)[O-].[K+:20], predict the reaction product. (4) Given the reactants [O:1]1[C:10]2[CH:9]=[C:8]([CH2:11][N:12]([CH:20]3[CH2:29][CH2:28][C:27]4[C:22](=[CH:23][CH:24]=[C:25]([N:30]5[C:35](=[O:36])[CH:34]=[N:33][C:32]6[CH:37]=[CH:38][C:39]([O:41][CH3:42])=[N:40][C:31]5=6)[CH:26]=4)[CH2:21]3)C(=O)OC(C)(C)C)[N:7]=[CH:6][C:5]=2[O:4][CH2:3][CH2:2]1, predict the reaction product. The product is: [O:1]1[C:10]2[CH:9]=[C:8]([CH2:11][NH:12][CH:20]3[CH2:29][CH2:28][C:27]4[CH:26]=[C:25]([N:30]5[C:35](=[O:36])[CH:34]=[N:33][C:32]6[CH:37]=[CH:38][C:39]([O:41][CH3:42])=[N:40][C:31]5=6)[CH:24]=[CH:23][C:22]=4[CH2:21]3)[N:7]=[CH:6][C:5]=2[O:4][CH2:3][CH2:2]1. (5) Given the reactants C(OC([N:8]1[CH2:17][CH2:16][C:15]2[C:11](=[C:12](OS(C(F)(F)F)(=O)=O)[N:13]([C:18]([CH3:21])([CH3:20])[CH3:19])[N:14]=2)[CH2:10][CH2:9]1)=O)(C)(C)C.[O:30]1[CH:34]=[CH:33][C:32](B(O)O)=[CH:31]1, predict the reaction product. The product is: [C:18]([N:13]1[C:12]([C:32]2[CH:33]=[CH:34][O:30][CH:31]=2)=[C:11]2[C:15]([CH2:16][CH2:17][NH:8][CH2:9][CH2:10]2)=[N:14]1)([CH3:19])([CH3:20])[CH3:21]. (6) Given the reactants [OH:1][C:2]1[C:7]2[CH2:8][CH2:9][CH:10]([C:14]([N:16]3[CH2:21][CH2:20][CH:19]([C:22]4[CH:27]=[CH:26][CH:25]=[CH:24][CH:23]=4)[CH2:18][CH2:17]3)=[O:15])[CH2:11][C:12](=[O:13])[C:6]=2[CH:5]=[CH:4][CH:3]=1.C([O-])([O-])=O.[K+].[K+].[CH2:34](Br)[C:35]1[CH:40]=[CH:39][CH:38]=[CH:37][CH:36]=1, predict the reaction product. The product is: [CH2:34]([O:1][C:2]1[C:7]2[CH2:8][CH2:9][CH:10]([C:14]([N:16]3[CH2:21][CH2:20][CH:19]([C:22]4[CH:23]=[CH:24][CH:25]=[CH:26][CH:27]=4)[CH2:18][CH2:17]3)=[O:15])[CH2:11][C:12](=[O:13])[C:6]=2[CH:5]=[CH:4][CH:3]=1)[C:35]1[CH:40]=[CH:39][CH:38]=[CH:37][CH:36]=1. (7) Given the reactants Br[C:2]1[CH:7]=[CH:6][C:5]([C:8]2[O:12][N:11]=[C:10]([CH3:13])[C:9]=2[CH2:14][NH:15][CH2:16][CH:17]2[CH2:22][CH2:21][CH2:20][CH2:19][CH2:18]2)=[CH:4][CH:3]=1.[CH2:23]([O:25][C:26]([C:28]1([C:31]2[CH:36]=[CH:35][C:34](B3OC(C)(C)C(C)(C)O3)=[CH:33][CH:32]=2)[CH2:30][CH2:29]1)=[O:27])[CH3:24], predict the reaction product. The product is: [CH2:23]([O:25][C:26]([C:28]1([C:31]2[CH:36]=[CH:35][C:34]([C:2]3[CH:7]=[CH:6][C:5]([C:8]4[O:12][N:11]=[C:10]([CH3:13])[C:9]=4[CH2:14][NH:15][CH2:16][CH:17]4[CH2:22][CH2:21][CH2:20][CH2:19][CH2:18]4)=[CH:4][CH:3]=3)=[CH:33][CH:32]=2)[CH2:29][CH2:30]1)=[O:27])[CH3:24].